Dataset: Reaction yield outcomes from USPTO patents with 853,638 reactions. Task: Predict the reaction yield, written as a fraction of the theoretical maximum amount of product (1.0 means a 100% yield; for example, 0.34 means a 34% yield). (1) The yield is 0.634. The product is [Br:8][C:4]1[C:3]([CH3:9])=[C:2]([CH:7]=[CH:6][CH:5]=1)[C:10]([OH:12])=[O:11]. The reactants are Br[C:2]1[CH:7]=[CH:6][CH:5]=[C:4]([Br:8])[C:3]=1[CH3:9].[C:10](=[O:12])=[O:11]. The catalyst is C1COCC1.[Li]C(C)(C)C. (2) The reactants are [Br:1][C:2]1[CH2:6][CH2:5][CH2:4][C:3]=1B(O)O.[CH3:10][C:11]([NH:14][C:15]([C:17]1[N:18]=[N:19][CH:20]=[C:21](I)[CH:22]=1)=[O:16])([CH3:13])[CH3:12].C(=O)([O-])[O-].[K+].[K+]. The catalyst is C1(C)C=CC=CC=1.C(O)C.C1C=CC([P]([Pd]([P](C2C=CC=CC=2)(C2C=CC=CC=2)C2C=CC=CC=2)([P](C2C=CC=CC=2)(C2C=CC=CC=2)C2C=CC=CC=2)[P](C2C=CC=CC=2)(C2C=CC=CC=2)C2C=CC=CC=2)(C2C=CC=CC=2)C2C=CC=CC=2)=CC=1. The product is [Br:1][C:2]1[CH2:6][CH2:5][CH2:4][C:3]=1[C:21]1[CH:22]=[C:17]([C:15]([NH:14][C:11]([CH3:13])([CH3:12])[CH3:10])=[O:16])[N:18]=[N:19][CH:20]=1. The yield is 0.710. (3) The reactants are [C:1]([C:5]1[N:6]([CH3:17])[C:7]2[C:12]([CH:13]=1)=[CH:11][C:10]([N+:14]([O-])=O)=[CH:9][CH:8]=2)([CH3:4])([CH3:3])[CH3:2]. The catalyst is CO.[Ni]. The product is [C:1]([C:5]1[N:6]([CH3:17])[C:7]2[C:12]([CH:13]=1)=[CH:11][C:10]([NH2:14])=[CH:9][CH:8]=2)([CH3:4])([CH3:2])[CH3:3]. The yield is 0.660. (4) The reactants are [F:1][C@H:2]([C:6]1[C:11]([I:12])=[CH:10][CH:9]=[CH:8][C:7]=1[F:13])[C:3](O)=[O:4].N.C[N:16]1CCOCC1.CN(C(ON1N=NC2C=CC=NC1=2)=[N+](C)C)C.F[P-](F)(F)(F)(F)F. The catalyst is CCOC(C)=O.CN(C=O)C. The product is [F:1][C@H:2]([C:6]1[C:11]([I:12])=[CH:10][CH:9]=[CH:8][C:7]=1[F:13])[C:3]([NH2:16])=[O:4]. The yield is 0.695. (5) The reactants are CC[CH:3]([C:8]([O-:10])=O)[CH2:4][CH2:5][CH2:6]C.[C:11]([O-:14])(=[O:13])[CH3:12].[Na+].[I-].[Na+].[C:18](O)(=O)[CH3:19].CC(C)=[O:24]. No catalyst specified. The product is [OH:24][C@@H:5]1[CH:4]2[CH:3]([C@H:12]2[C:11]([O:14][CH2:18][CH3:19])=[O:13])[C:8](=[O:10])[CH2:6]1. The yield is 1.14.